The task is: Predict the reactants needed to synthesize the given product.. This data is from Full USPTO retrosynthesis dataset with 1.9M reactions from patents (1976-2016). Given the product [CH3:1][N:2]1[CH2:7][CH2:6][C@H:5]([C:8]2[CH:13]=[CH:12][C:11]([Cl:14])=[C:10]([Cl:15])[CH:9]=2)[C@H:4]([CH2:16][O:17][CH2:24][CH3:25])[CH2:3]1, predict the reactants needed to synthesize it. The reactants are: [CH3:1][N:2]1[CH2:7][CH2:6][C@H:5]([C:8]2[CH:13]=[CH:12][C:11]([Cl:14])=[C:10]([Cl:15])[CH:9]=2)[C@H:4]([CH2:16][OH:17])[CH2:3]1.[H-].[Na+].S(OCC)(O[CH2:24][CH3:25])(=O)=O.O.